From a dataset of Full USPTO retrosynthesis dataset with 1.9M reactions from patents (1976-2016). Predict the reactants needed to synthesize the given product. (1) Given the product [N+:8]([C:5]1[CH:6]=[CH:7][C:2]([O:22][C:19]2[CH:20]=[CH:21][C:16]([C:11]([CH2:14][CH3:15])([CH3:12])[CH3:13])=[CH:17][CH:18]=2)=[CH:3][CH:4]=1)([O-:10])=[O:9], predict the reactants needed to synthesize it. The reactants are: F[C:2]1[CH:7]=[CH:6][C:5]([N+:8]([O-:10])=[O:9])=[CH:4][CH:3]=1.[C:11]([C:16]1[CH:21]=[CH:20][C:19]([OH:22])=[CH:18][CH:17]=1)([CH2:14][CH3:15])([CH3:13])[CH3:12].C([O-])([O-])=O.[K+].[K+]. (2) Given the product [CH3:1][C:2]1[N:6]([CH2:7][C:8]([N:10]2[CH2:15][CH2:14][CH:13]([C:16]3[S:17][CH:18]=[C:19]([C:21](=[O:23])[S:38][C:28]4[C:37]5[C:32](=[CH:33][CH:34]=[CH:35][CH:36]=5)[CH:31]=[CH:30][CH:29]=4)[N:20]=3)[CH2:12][CH2:11]2)=[O:9])[N:5]=[C:4]([C:24]([F:25])([F:27])[F:26])[CH:3]=1, predict the reactants needed to synthesize it. The reactants are: [CH3:1][C:2]1[N:6]([CH2:7][C:8]([N:10]2[CH2:15][CH2:14][CH:13]([C:16]3[S:17][CH:18]=[C:19]([C:21]([OH:23])=O)[N:20]=3)[CH2:12][CH2:11]2)=[O:9])[N:5]=[C:4]([C:24]([F:27])([F:26])[F:25])[CH:3]=1.[C:28]1([SH:38])[C:37]2[C:32](=[CH:33][CH:34]=[CH:35][CH:36]=2)[CH:31]=[CH:30][CH:29]=1. (3) The reactants are: NC1C=CC(C(OC)=O)=C(Cl)C=1[C:13]#[C:14][Si:15]([CH3:18])([CH3:17])[CH3:16].[NH2:19][C:20]1[C:29]([CH3:30])=[CH:28][C:23]([C:24]([O:26][CH3:27])=[O:25])=[C:22]([C:31]([F:34])([F:33])[F:32])[C:21]=1I.NC1C=CC(C(OC)=O)=C(Cl)C=1I.NC1C(I)=CC(C(OC)=O)=C(Cl)C=1. Given the product [NH2:19][C:20]1[C:29]([CH3:30])=[CH:28][C:23]([C:24]([O:26][CH3:27])=[O:25])=[C:22]([C:31]([F:34])([F:33])[F:32])[C:21]=1[C:13]#[C:14][Si:15]([CH3:18])([CH3:17])[CH3:16], predict the reactants needed to synthesize it. (4) The reactants are: [C:1]([O:5][C:6]([N:8]1[CH2:12][CH2:11][CH2:10][CH:9]1[C:13]1[NH:14][C:15]([C:18]2[CH:27]=[CH:26][C:25]3[C:20](=[CH:21][CH:22]=[C:23](Br)[CH:24]=3)[CH:19]=2)=[CH:16][N:17]=1)=[O:7])([CH3:4])([CH3:3])[CH3:2].C(O[C:37]([N:39]1[CH2:43][CH2:42][CH2:41][CH:40]1[C:44]1[NH:45][C:46]([C:49]2[CH:54]=[CH:53][C:52](B3OC(C)(C)C(C)(C)O3)=[CH:51][CH:50]=2)=[CH:47][N:48]=1)=[O:38])C1C=CC=CC=1.P([O-])([O-])([O-])=O.[K+].[K+].[K+].CO[CH2:74][CH2:75][O:76][CH3:77]. Given the product [C:1]([O:5][C:6]([N:8]1[CH2:12][CH2:11][CH2:10][CH:9]1[C:13]1[NH:14][C:15]([C:18]2[CH:27]=[CH:26][C:25]3[C:20](=[CH:21][CH:22]=[C:23]([C:52]4[CH:51]=[CH:50][C:49]([C:46]5[NH:45][C:44]([CH:40]6[CH2:41][CH2:42][CH2:43][N:39]6[C:37](=[O:38])[CH:9]([NH:8][C:6]([O:5][CH3:1])=[O:7])[CH:10]6[CH2:74][CH2:75][O:76][CH2:77][CH2:11]6)=[N:48][CH:47]=5)=[CH:54][CH:53]=4)[CH:24]=3)[CH:19]=2)=[CH:16][N:17]=1)=[O:7])([CH3:4])([CH3:3])[CH3:2], predict the reactants needed to synthesize it.